From a dataset of Forward reaction prediction with 1.9M reactions from USPTO patents (1976-2016). Predict the product of the given reaction. Given the reactants [Br:1][C:2]1[CH:7]=[CH:6][C:5]([NH:8][C:9]2[C:10]([C:20]([OH:22])=O)=[CH:11][C:12]3[N:16]([CH3:17])[CH:15]=[N:14][C:13]=3[C:18]=2[F:19])=[C:4]([Cl:23])[CH:3]=1.[CH:24]([O:26][CH2:27][CH2:28][O:29][NH2:30])=[CH2:25].C1C=CC2N(O)N=NC=2C=1.C(N(CC)CC)C.CCN=C=NCCCN(C)C, predict the reaction product. The product is: [CH:24]([O:26][CH2:27][CH2:28][O:29][NH:30][C:20]([C:10]1[C:9]([NH:8][C:5]2[CH:6]=[CH:7][C:2]([Br:1])=[CH:3][C:4]=2[Cl:23])=[C:18]([F:19])[C:13]2[N:14]=[CH:15][N:16]([CH3:17])[C:12]=2[CH:11]=1)=[O:22])=[CH2:25].